Dataset: Catalyst prediction with 721,799 reactions and 888 catalyst types from USPTO. Task: Predict which catalyst facilitates the given reaction. Reactant: [C:1](=[NH:25])([O:3][CH2:4][CH2:5][C:6]1[CH:11]=[CH:10][C:9]([O:12][C:13]2[CH:18]=[CH:17][C:16]([Cl:19])=[C:15]([C:20]([F:23])([F:22])[F:21])[CH:14]=2)=[C:8]([F:24])[CH:7]=1)[NH2:2].[OH:26]/[CH:27]=[C:28](/[CH2:33][C:34]1[CH:35]=[N:36][CH:37]=[N:38][CH:39]=1)\[C:29](OC)=O.[C:40]([O-:43])([O-])=[O:41].[K+].[K+]. Product: [F:21][C:20]([F:23])([F:22])[C:40]([OH:43])=[O:41].[Cl:19][C:16]1[CH:17]=[CH:18][C:13]([O:12][C:9]2[CH:10]=[CH:11][C:6]([CH2:5][CH2:4][O:3][C:1]3[NH:2][CH:29]=[C:28]([CH2:33][C:34]4[CH:39]=[N:38][CH:37]=[N:36][CH:35]=4)[C:27](=[O:26])[N:25]=3)=[CH:7][C:8]=2[F:24])=[CH:14][C:15]=1[C:20]([F:23])([F:21])[F:22]. The catalyst class is: 37.